This data is from Forward reaction prediction with 1.9M reactions from USPTO patents (1976-2016). The task is: Predict the product of the given reaction. (1) Given the reactants [SH:1][C:2]1[N:7]=[CH:6][CH:5]=[CH:4][N:3]=1.[CH2:8](O[K])C.[Cl-].[CH:13]([C:15]1[CH:20]=[CH:19][CH:18]=[CH:17][CH:16]=1)=[CH2:14], predict the reaction product. The product is: [CH:13]([C:15]1[CH:20]=[CH:19][C:18]([CH2:8][S:1][C:2]2[N:7]=[CH:6][CH:5]=[CH:4][N:3]=2)=[CH:17][CH:16]=1)=[CH2:14]. (2) The product is: [C:1]([O:5][C:6]([O:8][C:9]1[CH:17]=[CH:16][CH:15]=[CH:14][C:10]=1[C:11]([O:13][O:26][C:24](=[O:25])[C:18]1[CH:23]=[CH:22][CH:21]=[CH:20][CH:19]=1)=[O:12])=[O:7])([CH3:4])([CH3:2])[CH3:3]. Given the reactants [C:1]([O:5][C:6]([O:8][C:9]1[CH:17]=[CH:16][CH:15]=[CH:14][C:10]=1[C:11]([OH:13])=[O:12])=[O:7])([CH3:4])([CH3:3])[CH3:2].[C:18]1([C:24]([O:26]O)=[O:25])[CH:23]=[CH:22][CH:21]=[CH:20][CH:19]=1.C1(N=C=NC2CCCCC2)CCCCC1, predict the reaction product. (3) Given the reactants [C:1]([N:5]1[C:9]([CH3:10])=[C:8]([C:11]([OH:13])=O)[CH:7]=[N:6]1)([CH3:4])([CH3:3])[CH3:2].C(Cl)(=O)C([Cl:17])=O.CN(C)C=O, predict the reaction product. The product is: [C:1]([N:5]1[C:9]([CH3:10])=[C:8]([C:11]([Cl:17])=[O:13])[CH:7]=[N:6]1)([CH3:4])([CH3:3])[CH3:2]. (4) Given the reactants [C:1]([O:5][C:6]([N:8]1[CH2:13][CH2:12][CH2:11][CH:10]([OH:14])[CH2:9]1)=[O:7])([CH3:4])([CH3:3])[CH3:2].[H-].[Na+].Br[C:18]1[CH:37]=[CH:36][C:21]2[C:22]3[N:26]([CH2:27][CH2:28][O:29][C:20]=2[CH:19]=1)[CH:25]=[C:24]([C:30]1[CH:35]=[CH:34][CH:33]=[CH:32][N:31]=1)[N:23]=3, predict the reaction product. The product is: [C:1]([O:5][C:6]([N:8]1[CH2:13][CH2:12][CH2:11][CH:10]([O:14][C:18]2[CH:37]=[CH:36][C:21]3[C:22]4[N:26]([CH2:27][CH2:28][O:29][C:20]=3[CH:19]=2)[CH:25]=[C:24]([C:30]2[CH:35]=[CH:34][CH:33]=[CH:32][N:31]=2)[N:23]=4)[CH2:9]1)=[O:7])([CH3:4])([CH3:2])[CH3:3]. (5) Given the reactants [CH3:1][C:2]1[N:7]=[C:6]([C:8](=[O:20])[CH2:9][C:10]2[CH:11]=[C:12]3[C:17](=[CH:18][CH:19]=2)[N:16]=[CH:15][CH:14]=[CH:13]3)[CH:5]=[CH:4][CH:3]=1.[Br:21]Br, predict the reaction product. The product is: [BrH:21].[Br:21][CH:9]([C:10]1[CH:11]=[C:12]2[C:17](=[CH:18][CH:19]=1)[N:16]=[CH:15][CH:14]=[CH:13]2)[C:8]([C:6]1[CH:5]=[CH:4][CH:3]=[C:2]([CH3:1])[N:7]=1)=[O:20]. (6) Given the reactants [Br:1][C:2]1[CH:11]=[CH:10][C:5]([C:6]([O:8]C)=O)=[C:4]([CH2:12]Br)[CH:3]=1.[CH3:14][O:15][CH2:16][CH2:17][NH2:18], predict the reaction product. The product is: [Br:1][C:2]1[CH:3]=[C:4]2[C:5](=[CH:10][CH:11]=1)[C:6](=[O:8])[N:18]([CH2:17][CH2:16][O:15][CH3:14])[CH2:12]2. (7) Given the reactants F[C:2]1[CH:7]=[C:6]([F:8])[CH:5]=[CH:4][C:3]=1[C:9]1[N:14]=[CH:13][N:12]=[C:11]([NH:15][C:16]2[CH:17]=[C:18]([CH:29]=[CH:30][CH:31]=2)[CH2:19][S:20](=[N:23]C(=O)OCC)([CH3:22])=[O:21])[N:10]=1.[CH2:32]([OH:36])/[CH:33]=[CH:34]\[CH3:35], predict the reaction product. The product is: [CH2:32]([O:36][C:2]1[CH:7]=[C:6]([F:8])[CH:5]=[CH:4][C:3]=1[C:9]1[N:14]=[CH:13][N:12]=[C:11]([NH:15][C:16]2[CH:31]=[CH:30][CH:29]=[C:18]([CH2:19][S:20]([CH3:22])(=[NH:23])=[O:21])[CH:17]=2)[N:10]=1)/[CH:33]=[CH:34]\[CH3:35]. (8) Given the reactants [NH:1]1[C:5]2=[N:6][CH:7]=[CH:8][CH:9]=[C:4]2[C:3](/[CH:10]=[C:11]2\[O:12][C:13]3[C:20]([CH2:21][N:22]4[CH2:27][CH2:26][N:25](C(OC(C)(C)C)=O)[CH2:24][CH2:23]4)=[CH:19][CH:18]=[CH:17][C:14]=3[C:15]\2=[O:16])=[CH:2]1.Cl, predict the reaction product. The product is: [NH:1]1[C:5]2=[N:6][CH:7]=[CH:8][CH:9]=[C:4]2[C:3](/[CH:10]=[C:11]2\[O:12][C:13]3[C:20]([CH2:21][N:22]4[CH2:27][CH2:26][NH:25][CH2:24][CH2:23]4)=[CH:19][CH:18]=[CH:17][C:14]=3[C:15]\2=[O:16])=[CH:2]1. (9) Given the reactants [NH2:1][C:2]1[CH:7]=[CH:6][CH:5]=[C:4](Br)[N:3]=1.[NH:9]1[CH2:14][CH2:13][CH2:12][CH2:11][CH2:10]1, predict the reaction product. The product is: [N:9]1([C:4]2[N:3]=[C:2]([NH2:1])[CH:7]=[CH:6][CH:5]=2)[CH2:14][CH2:13][CH2:12][CH2:11][CH2:10]1. (10) Given the reactants [CH3:1][C:2]1[N:3]([C:7]2[CH:8]=[C:9]3[C:14](=[CH:15][C:16]=2[C:17]([F:20])([F:19])[F:18])[NH:13][C:12](=[O:21])[N:11]([NH:22][S:23]([CH3:26])(=[O:25])=[O:24])[C:10]3=[O:27])[CH:4]=[CH:5][N:6]=1.Cl[C:29]([O:31][CH2:32][CH2:33][CH3:34])=[O:30], predict the reaction product. The product is: [CH2:32]([O:31][C:29](=[O:30])[N:22]([S:23]([CH3:26])(=[O:25])=[O:24])[N:11]1[C:10](=[O:27])[C:9]2[C:14](=[CH:15][C:16]([C:17]([F:19])([F:20])[F:18])=[C:7]([N:3]3[CH:4]=[CH:5][N:6]=[C:2]3[CH3:1])[CH:8]=2)[NH:13][C:12]1=[O:21])[CH2:33][CH3:34].